From a dataset of Reaction yield outcomes from USPTO patents with 853,638 reactions. Predict the reaction yield, written as a fraction of the theoretical maximum amount of product (1.0 means a 100% yield; for example, 0.34 means a 34% yield). (1) The reactants are O=[C:2]([NH:8][CH2:9][C:10]1[CH:15]=[CH:14][CH:13]=[CH:12][N:11]=1)[C:3]([O:5][CH2:6][CH3:7])=[O:4].CN([CH:19]=[O:20])C. The catalyst is O=P(Cl)(Cl)Cl. The product is [CH:19]([C:9]1[N:8]=[C:2]([C:3]([O:5][CH2:6][CH3:7])=[O:4])[N:11]2[CH:12]=[CH:13][CH:14]=[CH:15][C:10]=12)=[O:20]. The yield is 0.650. (2) The reactants are [C:1]([O:4][C:5](=[O:7])[CH3:6])(=O)[CH3:2].[C:8]([O:11][CH2:12][CH3:13])(=[O:10])[CH3:9].N1C=[CH:18][CH:17]=[CH:16][CH:15]=1. No catalyst specified. The product is [C:5]([O:4][C:1]1[CH:15]=[C:16]([CH:13]=[C:12]([O:11][C:8](=[O:10])[CH3:9])[CH:2]=1)[CH:17]=[CH2:18])(=[O:7])[CH3:6]. The yield is 0.870. (3) The reactants are [CH3:1][C:2]1([CH3:10])[O:9][C:7](=[O:8])[CH2:6][C:4](=[O:5])[O:3]1.[CH:11](OCC)(OCC)OCC.[NH2:21][C:22]1[CH:31]=[CH:30][C:25]([C:26]([O:28][CH3:29])=[O:27])=[C:24]([OH:32])[CH:23]=1. The catalyst is CC(O)C. The product is [CH3:1][C:2]1([CH3:10])[O:9][C:7](=[O:8])[C:6](=[CH:11][NH:21][C:22]2[CH:31]=[CH:30][C:25]([C:26]([O:28][CH3:29])=[O:27])=[C:24]([OH:32])[CH:23]=2)[C:4](=[O:5])[O:3]1. The yield is 0.958. (4) The reactants are Cl[C:2]1[N:7]=[N:6][C:5]([N:8]2[CH:12]=[C:11]([C:13]3[C:21]4[C:16](=[CH:17][C:18]([F:22])=[CH:19][CH:20]=4)[N:15]([S:23]([C:26]4[CH:31]=[CH:30][CH:29]=[CH:28][CH:27]=4)(=[O:25])=[O:24])[CH:14]=3)[CH:10]=[N:9]2)=[CH:4][CH:3]=1.CCN(CC)CC. The catalyst is [Pd]. The product is [F:22][C:18]1[CH:17]=[C:16]2[C:21]([C:13]([C:11]3[CH:10]=[N:9][N:8]([C:5]4[N:6]=[N:7][CH:2]=[CH:3][CH:4]=4)[CH:12]=3)=[CH:14][N:15]2[S:23]([C:26]2[CH:27]=[CH:28][CH:29]=[CH:30][CH:31]=2)(=[O:24])=[O:25])=[CH:20][CH:19]=1. The yield is 0.600. (5) The reactants are [F:1][C:2]1[CH:11]=[C:10]2[C:5]([CH:6]=[CH:7][C:8]([CH3:12])=[N:9]2)=[C:4]([N:13]2[CH2:18][CH2:17][NH:16][CH2:15][CH2:14]2)[CH:3]=1.[Cl:19][CH2:20][CH2:21][C:22]1[CH:23]=[CH:24][C:25]2[O:30][CH2:29][C:28](=[O:31])[NH:27][C:26]=2[CH:32]=1. No catalyst specified. The product is [ClH:19].[F:1][C:2]1[CH:11]=[C:10]2[C:5]([CH:6]=[CH:7][C:8]([CH3:12])=[N:9]2)=[C:4]([N:13]2[CH2:14][CH2:15][N:16]([CH2:20][CH2:21][C:22]3[CH:23]=[CH:24][C:25]4[O:30][CH2:29][C:28](=[O:31])[NH:27][C:26]=4[CH:32]=3)[CH2:17][CH2:18]2)[CH:3]=1. The yield is 0.300. (6) The reactants are Cl[C:2]1[N:9]=[CH:8][C:7]([F:10])=[CH:6][C:3]=1[C:4]#[N:5].O.[NH2:12][NH2:13]. The catalyst is C(O)CCC. The product is [F:10][C:7]1[CH:6]=[C:3]2[C:4]([NH2:5])=[N:13][NH:12][C:2]2=[N:9][CH:8]=1. The yield is 0.880. (7) The reactants are [CH3:1][O:2][C:3]([C:5]1[CH:6]=[C:7]2[CH:13]=[CH:12][N:11]([Si](C(C)C)(C(C)C)C(C)C)[C:8]2=[N:9][CH:10]=1)=[O:4].[F-].C([N+](CCCC)(CCCC)CCCC)CCC. The catalyst is O1CCCC1. The product is [CH3:1][O:2][C:3]([C:5]1[CH:6]=[C:7]2[CH:13]=[CH:12][NH:11][C:8]2=[N:9][CH:10]=1)=[O:4]. The yield is 0.600. (8) The reactants are C1CO[C:8]2[CH:7]=[CH:6][C:5]([NH:11][C:12]3[C:17]([F:18])=[CH:16][N:15]=[C:14]([NH:19][C:20]4[CH:25]=[CH:24][CH:23]=[C:22](O)[CH:21]=4)[N:13]=3)=[CH:4][C:3]=2[O:2]1.ClC1N=C(NC2C=CC=C(O)C=2)C(F)=CN=1.[S:43]1[C:47]2C=CC=CC=2[C:45](CN)=[CH:44]1. No catalyst specified. The product is [S:43]1[C:44]2[CH:45]=[CH:21][CH:22]=[CH:23][C:24]=2[C:25]([CH2:20][NH:19][C:14]2[N:13]=[C:12]([NH:11][C:5]3[CH:6]=[CH:7][CH:8]=[C:3]([OH:2])[CH:4]=3)[C:17]([F:18])=[CH:16][N:15]=2)=[CH:47]1. The yield is 0.530. (9) The reactants are Br[C:2]1[CH:7]=[CH:6][CH:5]=[C:4]([N:8]2[C:12]([CH3:13])=[CH:11][CH:10]=[C:9]2[CH3:14])[N:3]=1.[CH2:15]([O:22][C:23]1[C:28]([CH2:29][CH3:30])=[CH:27][C:26](B(O)O)=[C:25]([O:34][CH3:35])[CH:24]=1)[C:16]1[CH:21]=[CH:20][CH:19]=[CH:18][CH:17]=1.C(=O)([O-])[O-].[Na+].[Na+]. The catalyst is C(O)C.O.C1C=CC([P]([Pd]([P](C2C=CC=CC=2)(C2C=CC=CC=2)C2C=CC=CC=2)([P](C2C=CC=CC=2)(C2C=CC=CC=2)C2C=CC=CC=2)[P](C2C=CC=CC=2)(C2C=CC=CC=2)C2C=CC=CC=2)(C2C=CC=CC=2)C2C=CC=CC=2)=CC=1. The product is [CH2:15]([O:22][C:23]1[C:28]([CH2:29][CH3:30])=[CH:27][C:26]([C:2]2[CH:7]=[CH:6][CH:5]=[C:4]([N:8]3[C:12]([CH3:13])=[CH:11][CH:10]=[C:9]3[CH3:14])[N:3]=2)=[C:25]([O:34][CH3:35])[CH:24]=1)[C:16]1[CH:17]=[CH:18][CH:19]=[CH:20][CH:21]=1. The yield is 0.730. (10) The reactants are C(OC([NH:8][CH2:9][C:10]1[N:11]([CH2:33][CH:34]([CH3:36])[CH3:35])[C:12](=[O:32])[C:13]2[C:18]([C:19]=1[C:20]1[CH:25]=[CH:24][C:23]([F:26])=[CH:22][CH:21]=1)=[CH:17][C:16](/[CH:27]=[CH:28]/[C:29]([NH2:31])=[O:30])=[CH:15][CH:14]=2)=O)(C)(C)C.[ClH:37]. The catalyst is C(OCC)(=O)C. The product is [ClH:37].[NH2:8][CH2:9][C:10]1[N:11]([CH2:33][CH:34]([CH3:36])[CH3:35])[C:12](=[O:32])[C:13]2[C:18]([C:19]=1[C:20]1[CH:21]=[CH:22][C:23]([F:26])=[CH:24][CH:25]=1)=[CH:17][C:16](/[CH:27]=[CH:28]/[C:29]([NH2:31])=[O:30])=[CH:15][CH:14]=2. The yield is 0.888.